Dataset: Reaction yield outcomes from USPTO patents with 853,638 reactions. Task: Predict the reaction yield, written as a fraction of the theoretical maximum amount of product (1.0 means a 100% yield; for example, 0.34 means a 34% yield). The reactants are Cl.Cl.Cl.[F:4][C:5]1[CH:10]=[CH:9][C:8]([C:11]2[N:12]=[C:13]([CH:21]3[CH2:26][CH2:25][NH:24][CH2:23][CH2:22]3)[N:14]([CH2:16][CH2:17][N:18]([CH3:20])[CH3:19])[CH:15]=2)=[CH:7][C:6]=1[C:27]([F:30])([F:29])[F:28].CS(C)=O.Cl[C:36]1[C:37]2[CH2:44][C:43](=[O:45])[N:42]([CH2:46][C:47]3[CH:52]=[CH:51][C:50]([O:53][CH3:54])=[CH:49][C:48]=3[O:55][CH3:56])[C:38]=2[N:39]=[CH:40][N:41]=1. The catalyst is O. The product is [CH3:19][N:18]([CH3:20])[CH2:17][CH2:16][N:14]1[CH:15]=[C:11]([C:8]2[CH:9]=[CH:10][C:5]([F:4])=[C:6]([C:27]([F:28])([F:29])[F:30])[CH:7]=2)[N:12]=[C:13]1[CH:21]1[CH2:26][CH2:25][N:24]([C:36]2[C:37]3[CH2:44][C:43](=[O:45])[N:42]([CH2:46][C:47]4[CH:52]=[CH:51][C:50]([O:53][CH3:54])=[CH:49][C:48]=4[O:55][CH3:56])[C:38]=3[N:39]=[CH:40][N:41]=2)[CH2:23][CH2:22]1. The yield is 0.797.